Dataset: Full USPTO retrosynthesis dataset with 1.9M reactions from patents (1976-2016). Task: Predict the reactants needed to synthesize the given product. (1) The reactants are: [N:1]1[CH:6]=[CH:5][C:4]([NH:7][C:8]2[N:13]=[C:12]([CH2:14]O)[CH:11]=[CH:10][CH:9]=2)=[CH:3][CH:2]=1.S(Cl)([Cl:18])=O. Given the product [Cl:18][CH2:14][C:12]1[N:13]=[C:8]([NH:7][C:4]2[CH:5]=[CH:6][N:1]=[CH:2][CH:3]=2)[CH:9]=[CH:10][CH:11]=1, predict the reactants needed to synthesize it. (2) Given the product [F:40][C:37]([F:38])([F:39])[CH2:36][O:35][C:20]1[N:21]=[C:22]([NH:24][C:25]2[CH:30]=[CH:29][CH:28]=[C:27]([C:31]([F:34])([F:32])[F:33])[CH:26]=2)[N:23]=[C:18]([NH:17][CH:14]2[CH2:15][CH2:16][N:11]([S:8]([C:4]3[CH:3]=[C:2]([NH:1][C:50](=[O:52])[CH3:51])[CH:7]=[CH:6][CH:5]=3)(=[O:10])=[O:9])[CH2:12][CH2:13]2)[N:19]=1, predict the reactants needed to synthesize it. The reactants are: [NH2:1][C:2]1[CH:3]=[C:4]([S:8]([N:11]2[CH2:16][CH2:15][CH:14]([NH:17][C:18]3[N:23]=[C:22]([NH:24][C:25]4[CH:30]=[CH:29][CH:28]=[C:27]([C:31]([F:34])([F:33])[F:32])[CH:26]=4)[N:21]=[C:20]([O:35][CH2:36][C:37]([F:40])([F:39])[F:38])[N:19]=3)[CH2:13][CH2:12]2)(=[O:10])=[O:9])[CH:5]=[CH:6][CH:7]=1.CCN(C(C)C)C(C)C.[C:50](OC(=O)C)(=[O:52])[CH3:51]. (3) Given the product [NH:8]1[CH2:13][CH2:12][CH:11]([CH2:14][NH:15][C:16]2[N:17]=[CH:18][N:19]=[C:20]([NH:22][C:23]3[N:24]=[CH:25][C:26]([C:29]([NH2:30])=[O:34])=[N:27][CH:28]=3)[CH:21]=2)[CH2:10][CH2:9]1, predict the reactants needed to synthesize it. The reactants are: C(OC([N:8]1[CH2:13][CH2:12][CH:11]([CH2:14][NH:15][C:16]2[CH:21]=[C:20]([NH:22][C:23]3[CH:28]=[N:27][C:26]([C:29]#[N:30])=[CH:25][N:24]=3)[N:19]=[CH:18][N:17]=2)[CH2:10][CH2:9]1)=O)(C)(C)C.FC(F)(F)C(O)=[O:34]. (4) The reactants are: C([O:4][C@H:5]1[C@@H:9]([O:10]C(=O)C)[C@H:8]([C:14]2[C:18]3[N:19]=[CH:20][N:21]=[C:22]([NH2:23])[C:17]=3[NH:16][CH:15]=2)[N:7]([C:24]([O:26][C:27]([CH3:30])([CH3:29])[CH3:28])=[O:25])[C@@H:6]1[CH2:31][O:32]C(=O)C)(=O)C.C[O-].[Na+]. Given the product [NH2:23][C:22]1[C:17]2[NH:16][CH:15]=[C:14]([C@H:8]3[C@H:9]([OH:10])[C@H:5]([OH:4])[C@@H:6]([CH2:31][OH:32])[N:7]3[C:24]([O:26][C:27]([CH3:30])([CH3:29])[CH3:28])=[O:25])[C:18]=2[N:19]=[CH:20][N:21]=1, predict the reactants needed to synthesize it. (5) Given the product [Cl:27][C:28]1[C:29]([F:54])=[C:30]([NH:34][C:35]2[C:44]3[C:39](=[CH:40][C:41]([O:52][CH3:53])=[C:42]([O:45][CH:46]4[CH2:47][CH2:48][N:49]([C:70]([C:67]5[CH:66]=[C:65]([CH3:64])[O:69][N:68]=5)=[O:71])[CH2:50][CH2:51]4)[CH:43]=3)[N:38]=[CH:37][N:36]=2)[CH:31]=[CH:32][CH:33]=1, predict the reactants needed to synthesize it. The reactants are: CN(C(ON1N=NC2C=CC=NC1=2)=[N+](C)C)C.F[P-](F)(F)(F)(F)F.Cl.Cl.[Cl:27][C:28]1[C:29]([F:54])=[C:30]([NH:34][C:35]2[C:44]3[C:39](=[CH:40][C:41]([O:52][CH3:53])=[C:42]([O:45][CH:46]4[CH2:51][CH2:50][NH:49][CH2:48][CH2:47]4)[CH:43]=3)[N:38]=[CH:37][N:36]=2)[CH:31]=[CH:32][CH:33]=1.C(N(C(C)C)CC)(C)C.[CH3:64][C:65]1[O:69][N:68]=[C:67]([C:70](O)=[O:71])[CH:66]=1. (6) Given the product [Cl:1][C:2]1[C:3]2[N:4]([CH:19]=[N:20][CH:21]=2)[C:5]([C:12]2[CH:17]=[CH:16][CH:15]=[C:14]([F:18])[CH:13]=2)=[C:6]([C:8]([OH:10])=[O:9])[CH:7]=1, predict the reactants needed to synthesize it. The reactants are: [Cl:1][C:2]1[C:3]2[N:4]([CH:19]=[N:20][CH:21]=2)[C:5]([C:12]2[CH:17]=[CH:16][CH:15]=[C:14]([F:18])[CH:13]=2)=[C:6]([C:8]([O:10]C)=[O:9])[CH:7]=1.[OH-].[Na+].O.C(O)(=O)C. (7) The reactants are: [Br:1][C:2]1[C:3]([O:9][CH2:10][CH3:11])=[CH:4][C:5](Cl)=[N:6][CH:7]=1.[CH3:12][O:13][C:14]1[CH:19]=[CH:18][C:17]([CH2:20][OH:21])=[CH:16][CH:15]=1.[OH-].[K+].C1OCCOCCOCCOCCOCCOC1. Given the product [Br:1][C:2]1[C:3]([O:9][CH2:10][CH3:11])=[CH:4][C:5]([O:21][CH2:20][C:17]2[CH:18]=[CH:19][C:14]([O:13][CH3:12])=[CH:15][CH:16]=2)=[N:6][CH:7]=1, predict the reactants needed to synthesize it. (8) The reactants are: [F:1][C:2]([CH3:29])([CH3:28])[CH2:3][N:4]1[CH2:9][CH2:8][CH:7]([CH2:10][O:11][C:12]2[CH:13]=[CH:14][C:15]([C:18]3[CH:27]=[CH:26][C:21]([C:22]([O:24]C)=[O:23])=[CH:20][CH:19]=3)=[N:16][CH:17]=2)[CH2:6][CH2:5]1.CO.O.O[Li].O. Given the product [F:1][C:2]([CH3:29])([CH3:28])[CH2:3][N:4]1[CH2:9][CH2:8][CH:7]([CH2:10][O:11][C:12]2[CH:13]=[CH:14][C:15]([C:18]3[CH:19]=[CH:20][C:21]([C:22]([OH:24])=[O:23])=[CH:26][CH:27]=3)=[N:16][CH:17]=2)[CH2:6][CH2:5]1, predict the reactants needed to synthesize it. (9) Given the product [Cl:24][C:6]1[CH:5]=[C:4]([CH:1]2[CH2:3][CH2:2]2)[CH:9]=[CH:8][C:7]=1[N:10]1[CH2:14][CH2:13][C:12]2([CH2:19][CH2:18][NH:17][CH2:16][CH2:15]2)[C:11]1=[O:20], predict the reactants needed to synthesize it. The reactants are: [CH:1]1([C:4]2[CH:9]=[CH:8][C:7]([N:10]3[CH2:14][CH2:13][C:12]4([CH2:19][CH2:18][NH:17][CH2:16][CH2:15]4)[C:11]3=[O:20])=[CH:6][CH:5]=2)[CH2:3][CH2:2]1.S(Cl)([Cl:24])(=O)=O.CCN(CC)CC.